This data is from Forward reaction prediction with 1.9M reactions from USPTO patents (1976-2016). The task is: Predict the product of the given reaction. (1) Given the reactants [N+:1]([C:4]1[CH:12]=[CH:11][CH:10]=[CH:9][C:5]=1[CH2:6][CH2:7][OH:8])([O-:3])=[O:2].N1C=CN=C1.ClCCl.[Si:21](Cl)([C:24]([CH3:27])([CH3:26])[CH3:25])([CH3:23])[CH3:22], predict the reaction product. The product is: [N+:1]([C:4]1[CH:12]=[CH:11][CH:10]=[CH:9][C:5]=1[CH2:6][CH2:7][O:8][Si:21]([C:24]([CH3:27])([CH3:26])[CH3:25])([CH3:23])[CH3:22])([O-:3])=[O:2]. (2) Given the reactants [CH:1]12[CH:6]([NH:7][C:8](=[O:14])[O:9][C:10]([CH3:13])([CH3:12])[CH3:11])[CH:5]1[CH2:4][NH:3][CH2:2]2.Br[CH2:16][CH2:17][OH:18].C(Cl)(Cl)Cl.CO, predict the reaction product. The product is: [C:10]([O:9][C:8](=[O:14])[NH:7][CH:6]1[CH:1]2[CH:5]1[CH2:4][N:3]([CH2:16][CH2:17][OH:18])[CH2:2]2)([CH3:11])([CH3:13])[CH3:12].